Predict the reactants needed to synthesize the given product. From a dataset of Full USPTO retrosynthesis dataset with 1.9M reactions from patents (1976-2016). (1) Given the product [Br:1][C:2]1[CH:3]=[CH:4][C:5]2[C:11]3[S:12][C:13]([C:15]([OH:17])=[O:16])=[CH:14][C:10]=3[CH2:9][CH2:8][O:7][C:6]=2[CH:19]=1, predict the reactants needed to synthesize it. The reactants are: [Br:1][C:2]1[CH:3]=[CH:4][C:5]2[C:11]3[S:12][C:13]([C:15]([O:17]C)=[O:16])=[CH:14][C:10]=3[CH2:9][CH2:8][O:7][C:6]=2[CH:19]=1.[OH-].[Li+]. (2) Given the product [C:1]([O:4][C@H:5]1[C@@H:18]([O:19][C:20](=[O:22])[CH3:21])[C@H:17]([O:23][C:24](=[O:26])[CH3:25])[C@@H:16]([CH2:27][O:28][C:29](=[O:31])[CH3:30])[O:15][C@@H:6]1[O:7][C:8]1[CH:13]=[CH:12][C:11]([N:72]2[C:80]3[C:75](=[CH:76][CH:77]=[CH:78][CH:79]=3)[CH2:74][CH2:73]2)=[CH:10][CH:9]=1)(=[O:3])[CH3:2], predict the reactants needed to synthesize it. The reactants are: [C:1]([O:4][C@H:5]1[C@@H:18]([O:19][C:20](=[O:22])[CH3:21])[C@H:17]([O:23][C:24](=[O:26])[CH3:25])[C@@H:16]([CH2:27][O:28][C:29](=[O:31])[CH3:30])[O:15][C@@H:6]1[O:7][C:8]1[CH:13]=[CH:12][C:11](I)=[CH:10][CH:9]=1)(=[O:3])[CH3:2].C([O-])([O-])=O.[Cs+].[Cs+].CC(C1C=C(C(C)C)C(C2C=CC=CC=2P(C2CCCCC2)C2CCCCC2)=C(C(C)C)C=1)C.[NH:72]1[C:80]2[C:75](=[CH:76][CH:77]=[CH:78][CH:79]=2)[CH2:74][CH2:73]1. (3) Given the product [F:9][C:10]1[CH:11]=[CH:12][C:13]([C:18]2[O:22][C:21]([C:23]3[CH:24]=[C:25]([CH:28]=[CH:29][CH:30]=3)[C:26]#[N:27])=[CH:20][CH:19]=2)=[N:14][CH:15]=1, predict the reactants needed to synthesize it. The reactants are: C[Sn](C)C.C[Sn](C)C.[F:9][C:10]1[CH:11]=[CH:12][C:13](Br)=[N:14][CH:15]=1.Br[C:18]1[O:22][C:21]([C:23]2[CH:24]=[C:25]([CH:28]=[CH:29][CH:30]=2)[C:26]#[N:27])=[CH:20][CH:19]=1. (4) Given the product [Cl:1][C:2]1[N:3]=[N:4][C:5]([C:11]2[CH:16]=[CH:15][N:14]=[CH:13][CH:12]=2)=[CH:6][C:7]=1[C:8]([NH:21][CH2:20][C:19]1[CH:22]=[CH:23][C:24]([Cl:26])=[CH:25][C:18]=1[Cl:17])=[O:9], predict the reactants needed to synthesize it. The reactants are: [Cl:1][C:2]1[N:3]=[N:4][C:5]([C:11]2[CH:16]=[CH:15][N:14]=[CH:13][CH:12]=2)=[CH:6][C:7]=1[C:8](Cl)=[O:9].[Cl:17][C:18]1[CH:25]=[C:24]([Cl:26])[CH:23]=[CH:22][C:19]=1[CH2:20][NH2:21]. (5) Given the product [Cl:12][C:6]1[CH:7]=[CH:8][C:9]([Cl:11])=[CH:10][C:5]=1[C:3]1[N:18]=[C:14]2[N:15]([CH:2]=1)[CH:16]=[CH:17][O:13]2, predict the reactants needed to synthesize it. The reactants are: Br[CH2:2][C:3]([C:5]1[CH:10]=[C:9]([Cl:11])[CH:8]=[CH:7][C:6]=1[Cl:12])=O.[O:13]1[CH:17]=[CH:16][N:15]=[C:14]1[NH2:18].